From a dataset of Retrosynthesis with 50K atom-mapped reactions and 10 reaction types from USPTO. Predict the reactants needed to synthesize the given product. (1) The reactants are: CC1(C)CCN(c2ccc(CN)cc2)CC1.Cn1cc(NC(=O)c2ccccc2-c2ccc(C(F)(F)F)cc2)cc1C(=O)O. Given the product Cn1cc(NC(=O)c2ccccc2-c2ccc(C(F)(F)F)cc2)cc1C(=O)NCc1ccc(N2CCC(C)(C)CC2)cc1, predict the reactants needed to synthesize it. (2) Given the product COC(=O)N[C@H](C(=O)N1CC2(C[C@H]1c1ncc(-c3ccc(-c4ccc(-c5cnc([C@@H]6CCCN6C(=O)OC(C)(C)C)[nH]5)cc4)cc3)[nH]1)OCCO2)C(C)C, predict the reactants needed to synthesize it. The reactants are: CC(C)(C)OC(=O)N1CCC[C@H]1c1ncc(-c2ccc(Br)cc2)[nH]1.COC(=O)N[C@H](C(=O)N1CC2(C[C@H]1c1ncc(-c3ccc(Br)cc3)[nH]1)OCCO2)C(C)C. (3) Given the product CCN1CC(C)(C)OC(=O)C1CC(=O)Nc1nc(C(C)(C)C)cs1, predict the reactants needed to synthesize it. The reactants are: CC(C)(C)c1csc(N)n1.CCN1CC(C)(C)OC(=O)C1CC(=O)O. (4) Given the product O=C(NCc1cccnc1)c1ccc(-c2cnc3c(c2)N(Cc2cc(Cl)ccc2C(F)(F)F)CCN3)cc1, predict the reactants needed to synthesize it. The reactants are: NCc1cccnc1.O=C(O)c1ccc(-c2cnc3c(c2)N(Cc2cc(Cl)ccc2C(F)(F)F)CCN3)cc1. (5) Given the product Cc1nc(OCC(=O)N(C)C2CCN(Cc3ccccc3)CC2)nc(C)c1N, predict the reactants needed to synthesize it. The reactants are: Cc1nc(OCC(=O)N(C)C2CCN(Cc3ccccc3)CC2)nc(C)c1NC(=O)OC(C)(C)C. (6) Given the product CNc1ccc2c(C)n[nH]c2c1, predict the reactants needed to synthesize it. The reactants are: C=O.Cc1n[nH]c2cc(N)ccc12.